Dataset: Reaction yield outcomes from USPTO patents with 853,638 reactions. Task: Predict the reaction yield, written as a fraction of the theoretical maximum amount of product (1.0 means a 100% yield; for example, 0.34 means a 34% yield). The reactants are C([O-])=O.[CH3:4][C:5]1[N:6]=[C:7]([NH3+:20])[NH:8][C:9]=1[C:10]1[CH:15]=[CH:14][C:13]([C:16]([F:19])([F:18])[F:17])=[CH:12][CH:11]=1.[C:21]([O:25][C:26]([NH:28][CH2:29][C:30]1[CH:31]=[C:32]([C:39](O)=[O:40])[C:33]([CH:36]([F:38])[F:37])=[N:34][CH:35]=1)=[O:27])([CH3:24])([CH3:23])[CH3:22].CCN(C(C)C)C(C)C.F[P-](F)(F)(F)(F)F.N1(O[P+](N(C)C)(N(C)C)N(C)C)C2C=CC=CC=2N=N1. The catalyst is C(Cl)Cl.O. The product is [F:38][CH:36]([F:37])[C:33]1[N:34]=[CH:35][C:30]([CH2:29][NH:28][C:26](=[O:27])[O:25][C:21]([CH3:22])([CH3:23])[CH3:24])=[CH:31][C:32]=1[C:39](=[O:40])[NH:20][C:7]1[NH:8][C:9]([C:10]2[CH:11]=[CH:12][C:13]([C:16]([F:19])([F:17])[F:18])=[CH:14][CH:15]=2)=[C:5]([CH3:4])[N:6]=1. The yield is 0.560.